Dataset: Forward reaction prediction with 1.9M reactions from USPTO patents (1976-2016). Task: Predict the product of the given reaction. (1) Given the reactants [CH2:1]([C@@:8]1([C:20]2[CH:35]=[CH:34][C:23]([C:24]([NH:26][C:27]3[C:28]([CH3:33])=[N:29][CH:30]=[CH:31][CH:32]=3)=[O:25])=[CH:22][C:21]=2[CH2:36][OH:37])[CH2:13][CH2:12][C@@:11]([CH2:15][CH3:16])([OH:14])[CH2:10][C@@H:9]1[CH2:17][NH:18][CH3:19])[C:2]1[CH:7]=[CH:6][CH:5]=[CH:4][CH:3]=1.C[N+]1([O-])CCOCC1, predict the reaction product. The product is: [CH2:1]([C@@:8]12[CH2:13][CH2:12][C@@:11]([CH2:15][CH3:16])([OH:14])[CH2:10][C@H:9]1[CH2:17][N:18]([CH3:19])[C:36](=[O:37])[C:21]1[CH:22]=[C:23]([C:24]([NH:26][C:27]3[C:28]([CH3:33])=[N:29][CH:30]=[CH:31][CH:32]=3)=[O:25])[CH:34]=[CH:35][C:20]=12)[C:2]1[CH:7]=[CH:6][CH:5]=[CH:4][CH:3]=1. (2) Given the reactants Br[CH2:2][C:3]1[C:8]([C:9]([O:11]CC)=O)=[C:7]([C:14]([F:17])([F:16])[F:15])[CH:6]=[C:5]([CH3:18])[N:4]=1.[ClH:19].[CH3:20][O:21][C:22]1[CH:27]=[CH:26][C:25]([NH2:28])=[CH:24][C:23]=1[O:29][CH2:30][CH2:31][N:32]1[CH2:37][CH2:36][CH:35]([CH3:38])[CH2:34][CH2:33]1, predict the reaction product. The product is: [ClH:19].[CH3:20][O:21][C:22]1[CH:27]=[CH:26][C:25]([N:28]2[C:9](=[O:11])[C:8]3[C:3](=[N:4][C:5]([CH3:18])=[CH:6][C:7]=3[C:14]([F:15])([F:16])[F:17])[CH2:2]2)=[CH:24][C:23]=1[O:29][CH2:30][CH2:31][N:32]1[CH2:37][CH2:36][CH:35]([CH3:38])[CH2:34][CH2:33]1.